Dataset: Reaction yield outcomes from USPTO patents with 853,638 reactions. Task: Predict the reaction yield, written as a fraction of the theoretical maximum amount of product (1.0 means a 100% yield; for example, 0.34 means a 34% yield). The reactants are [CH3:1][O:2][C:3]1[CH:4]=[C:5]2[C:10](=[CH:11][C:12]=1[O:13][CH3:14])[N:9]=[CH:8][N:7]=[C:6]2[O:15][C:16]1[CH:22]=[CH:21][C:19]([NH2:20])=[CH:18][CH:17]=1.ClC(Cl)(O[C:27](=[O:33])OC(Cl)(Cl)Cl)Cl.[CH2:35]([NH2:40])[CH2:36][CH2:37][CH2:38][CH3:39].CO. The catalyst is C(Cl)(Cl)Cl.C(N(CC)CC)C. The product is [CH3:1][O:2][C:3]1[CH:4]=[C:5]2[C:10](=[CH:11][C:12]=1[O:13][CH3:14])[N:9]=[CH:8][N:7]=[C:6]2[O:15][C:16]1[CH:22]=[CH:21][C:19]([NH:20][C:27]([NH:40][CH2:35][CH2:36][CH2:37][CH2:38][CH3:39])=[O:33])=[CH:18][CH:17]=1. The yield is 0.300.